From a dataset of Forward reaction prediction with 1.9M reactions from USPTO patents (1976-2016). Predict the product of the given reaction. (1) Given the reactants [C:1]([C:5]1[N:10]=[CH:9][C:8]([C:11]2[N:12]([C:32]([N:34]3[CH2:39][CH2:38][CH:37]([CH2:40][C:41](O)=[O:42])[CH2:36][CH2:35]3)=[O:33])[C@@:13]([C:25]3[CH:30]=[CH:29][C:28]([Cl:31])=[CH:27][CH:26]=3)([CH3:24])[C@@:14]([C:17]3[CH:22]=[CH:21][C:20]([Cl:23])=[CH:19][CH:18]=3)([CH3:16])[N:15]=2)=[C:7]([O:44][CH2:45][CH3:46])[CH:6]=1)([CH3:4])([CH3:3])[CH3:2].[CH2:47]1[CH2:54][CH:53]2[CH:49]([CH2:50][NH:51][CH2:52]2)[CH2:48]1, predict the reaction product. The product is: [C:1]([C:5]1[N:10]=[CH:9][C:8]([C:11]2[N:12]([C:32]([N:34]3[CH2:39][CH2:38][CH:37]([CH2:40][C:41]([N:51]4[CH2:52][CH:53]5[CH2:54][CH2:47][CH2:48][CH:49]5[CH2:50]4)=[O:42])[CH2:36][CH2:35]3)=[O:33])[C@@:13]([C:25]3[CH:30]=[CH:29][C:28]([Cl:31])=[CH:27][CH:26]=3)([CH3:24])[C@@:14]([C:17]3[CH:18]=[CH:19][C:20]([Cl:23])=[CH:21][CH:22]=3)([CH3:16])[N:15]=2)=[C:7]([O:44][CH2:45][CH3:46])[CH:6]=1)([CH3:2])([CH3:3])[CH3:4]. (2) Given the reactants [NH2:1][C:2]1[C:7]([C:8]#[N:9])=[C:6]([C:10]2[CH:15]=[CH:14][C:13]([O:16][CH2:17][CH2:18][O:19][CH3:20])=[CH:12][CH:11]=2)[C:5]([C:21]#[N:22])=[C:4]([SH:23])[N:3]=1.[C:24](=O)(O)[O-].[Na+].ClC[C:31]1[N:32]=[C:33]([C:36]2[CH:40]=[CH:39][S:38][CH:37]=2)[S:34][CH:35]=1.O, predict the reaction product. The product is: [NH2:1][C:2]1[C:7]([C:8]#[N:9])=[C:6]([C:10]2[CH:11]=[CH:12][C:13]([O:16][CH2:17][CH2:18][O:19][CH3:20])=[CH:14][CH:15]=2)[C:5]([C:21]#[N:22])=[C:4]([SH:23]([C:31]2[N:32]=[C:33]([C:36]3[CH:40]=[CH:39][S:38][CH:37]=3)[S:34][CH:35]=2)[CH3:24])[N:3]=1. (3) Given the reactants [OH:1][CH2:2][CH2:3][CH2:4][CH2:5][N:6]([CH2:40][CH2:41][CH2:42][CH2:43][OH:44])[C:7]1[C:8]([O:38][CH3:39])=[CH:9][C:10]([N:24]=[N:25][C:26]2[C:31]([C:32]#[N:33])=[CH:30][C:29]([N+:34]([O-:36])=[O:35])=[CH:28][C:27]=2Br)=[C:11]([NH:13][C:14](=[O:23])[CH2:15][CH:16]([CH3:22])[CH2:17][C:18]([CH3:21])([CH3:20])[CH3:19])[CH:12]=1.[Cu][C:46]#[N:47], predict the reaction product. The product is: [OH:1][CH2:2][CH2:3][CH2:4][CH2:5][N:6]([CH2:40][CH2:41][CH2:42][CH2:43][OH:44])[C:7]1[C:8]([O:38][CH3:39])=[CH:9][C:10](/[N:24]=[N:25]/[C:26]2[C:31]([C:32]#[N:33])=[CH:30][C:29]([N+:34]([O-:36])=[O:35])=[CH:28][C:27]=2[C:46]#[N:47])=[C:11]([NH:13][C:14](=[O:23])[CH2:15][CH:16]([CH3:22])[CH2:17][C:18]([CH3:21])([CH3:20])[CH3:19])[CH:12]=1. (4) Given the reactants [CH3:1][O:2][C:3](=[O:46])[NH:4][CH:5]([C:12]([N:14]1[CH2:18][CH2:17][CH2:16][CH:15]1[C:19]1[NH:20][C:21]([C:24]2[CH:29]=[CH:28][C:27]([C:30]3[CH:35]=[CH:34][C:33]([C:36]4[NH:37][C:38]([CH:41]5[CH2:45][CH2:44][CH2:43][NH:42]5)=[N:39][CH:40]=4)=[CH:32][CH:31]=3)=[CH:26][CH:25]=2)=[CH:22][N:23]=1)=[O:13])[CH2:6][CH2:7][C:8]([F:11])([F:10])[F:9].[CH3:47][O:48][C:49]([NH:51][CH:52]([CH:56]([CH3:58])[CH3:57])[C:53](O)=[O:54])=[O:50].CN(C(ON1N=NC2C=CC=NC1=2)=[N+](C)C)C.F[P-](F)(F)(F)(F)F.C(N(C(C)C)CC)(C)C, predict the reaction product. The product is: [CH3:1][O:2][C:3](=[O:46])[NH:4][CH:5]([C:12]([N:14]1[CH2:18][CH2:17][CH2:16][CH:15]1[C:19]1[NH:20][C:21]([C:24]2[CH:25]=[CH:26][C:27]([C:30]3[CH:35]=[CH:34][C:33]([C:36]4[NH:37][C:38]([CH:41]5[CH2:45][CH2:44][CH2:43][N:42]5[C:53](=[O:54])[CH:52]([NH:51][C:49]([O:48][CH3:47])=[O:50])[CH:56]([CH3:58])[CH3:57])=[N:39][CH:40]=4)=[CH:32][CH:31]=3)=[CH:28][CH:29]=2)=[CH:22][N:23]=1)=[O:13])[CH2:6][CH2:7][C:8]([F:9])([F:11])[F:10]. (5) Given the reactants [CH:1]1([CH2:4][O:5][C:6]2[CH:11]=[C:10]([O:12][CH3:13])[CH:9]=[CH:8][C:7]=2[C:14]2[C:15]3[N:22]([CH2:23][O:24][CH2:25][CH2:26][Si:27]([CH3:30])([CH3:29])[CH3:28])[C:21]([CH3:31])=[C:20]([C:32](O)=[O:33])[C:16]=3[N:17]=[CH:18][N:19]=2)[CH2:3][CH2:2]1.[NH2:35][C@@H:36]1[CH2:40][CH2:39][N:38]([C:41]([O:43][C:44]([CH3:47])([CH3:46])[CH3:45])=[O:42])[CH2:37]1, predict the reaction product. The product is: [CH:1]1([CH2:4][O:5][C:6]2[CH:11]=[C:10]([O:12][CH3:13])[CH:9]=[CH:8][C:7]=2[C:14]2[C:15]3[N:22]([CH2:23][O:24][CH2:25][CH2:26][Si:27]([CH3:29])([CH3:28])[CH3:30])[C:21]([CH3:31])=[C:20]([C:32]([NH:35][C@@H:36]4[CH2:40][CH2:39][N:38]([C:41]([O:43][C:44]([CH3:47])([CH3:46])[CH3:45])=[O:42])[CH2:37]4)=[O:33])[C:16]=3[N:17]=[CH:18][N:19]=2)[CH2:2][CH2:3]1. (6) Given the reactants [CH2:1]([N:8]1[C:17]2[C:12](=[CH:13][CH:14]=[C:15]([OH:18])[CH:16]=2)[CH2:11][CH2:10][CH2:9]1)[C:2]1[CH:7]=[CH:6][CH:5]=[CH:4][CH:3]=1.C(N(CC)CC)C.[CH3:26][O:27][C:28]1[CH:33]=[CH:32][CH:31]=[CH:30][C:29]=1[N:34]=[C:35]=[O:36], predict the reaction product. The product is: [CH3:26][O:27][C:28]1[CH:33]=[CH:32][CH:31]=[CH:30][C:29]=1[NH:34][C:35](=[O:36])[O:18][C:15]1[CH:16]=[C:17]2[C:12]([CH2:11][CH2:10][CH2:9][N:8]2[CH2:1][C:2]2[CH:3]=[CH:4][CH:5]=[CH:6][CH:7]=2)=[CH:13][CH:14]=1. (7) Given the reactants [NH2:1][C:2]1[CH:3]=[C:4]2[C:8](=[CH:9][CH:10]=1)[N:7]([C:11]([O:13][C:14]([CH3:17])([CH3:16])[CH3:15])=[O:12])[N:6]=[C:5]2[C:18]1[CH:23]=[CH:22][CH:21]=[CH:20][CH:19]=1.O1CCCC1.[F:29][C:30]1[CH:31]=[C:32]([S:36](Cl)(=[O:38])=[O:37])[CH:33]=[CH:34][CH:35]=1, predict the reaction product. The product is: [C:14]([O:13][C:11]([N:7]1[C:8]2[C:4](=[CH:3][C:2]([NH:1][S:36]([C:32]3[CH:33]=[CH:34][CH:35]=[C:30]([F:29])[CH:31]=3)(=[O:38])=[O:37])=[CH:10][CH:9]=2)[C:5]([C:18]2[CH:19]=[CH:20][CH:21]=[CH:22][CH:23]=2)=[N:6]1)=[O:12])([CH3:17])([CH3:16])[CH3:15].